From a dataset of Catalyst prediction with 721,799 reactions and 888 catalyst types from USPTO. Predict which catalyst facilitates the given reaction. (1) Reactant: [Br:1][C:2]1[CH:7]=[CH:6][CH:5]=[CH:4][C:3]=1[SH:8].Br[CH2:10][C:11]([O:13]C)=[O:12].N1C=CC=CC=1.[OH-].[Na+]. Product: [Br:1][C:2]1[CH:7]=[CH:6][CH:5]=[CH:4][C:3]=1[S:8][CH2:10][C:11]([OH:13])=[O:12]. The catalyst class is: 197. (2) Product: [CH2:25]([N:21]1[CH2:20][C:19]2([CH2:30][CH2:31][CH2:32][CH:17]([CH2:16][NH:6][C:5]3[CH:7]=[C:8]([C:11]([F:12])([F:13])[F:14])[CH:9]=[CH:10][C:4]=3[N+:1]([O-:3])=[O:2])[CH2:18]2)[O:23][C:22]1=[O:24])[C:26]([CH3:29])([CH3:28])[CH3:27]. The catalyst class is: 3. Reactant: [N+:1]([C:4]1[CH:10]=[CH:9][C:8]([C:11]([F:14])([F:13])[F:12])=[CH:7][C:5]=1[NH2:6])([O-:3])=[O:2].Br[CH2:16][CH:17]1[CH2:32][CH2:31][CH2:30][C:19]2([O:23][C:22](=[O:24])[N:21]([CH2:25][C:26]([CH3:29])([CH3:28])[CH3:27])[CH2:20]2)[CH2:18]1.C(=O)([O-])[O-].[Cs+].[Cs+].[Cl-].[NH4+]. (3) Reactant: [N:1]1[CH:2]=[CH:3][N:4]2[CH:9]=[C:8]([NH2:10])[CH:7]=[CH:6][C:5]=12.C(N(C(C)C)C(C)C)C.CN(C)C=O.[N:25]([C:28]1[CH:33]=[CH:32][C:31]([N+:34]([O-:36])=[O:35])=[CH:30][CH:29]=1)=[C:26]=[O:27]. Product: [N:1]1[CH:2]=[CH:3][N:4]2[CH:9]=[C:8]([NH:10][C:26]([NH:25][C:28]3[CH:29]=[CH:30][C:31]([N+:34]([O-:36])=[O:35])=[CH:32][CH:33]=3)=[O:27])[CH:7]=[CH:6][C:5]=12. The catalyst class is: 30. (4) Reactant: [NH2:1][CH2:2][C:3]([CH3:6])([OH:5])[CH3:4].C(O)(=O)C.[C:11]([N:18]1[CH2:24][CH2:23][CH2:22][C@H:19]1[CH:20]=O)([O:13][C:14]([CH3:17])([CH3:16])[CH3:15])=[O:12].C([BH3-])#N.[Na+].C([O-])(O)=O.[Na+]. Product: [C:14]([O:13][C:11]([N:18]1[CH2:24][CH2:23][CH2:22][C@H:19]1[CH2:20][NH:1][CH2:2][C:3]([OH:5])([CH3:6])[CH3:4])=[O:12])([CH3:17])([CH3:15])[CH3:16]. The catalyst class is: 5. (5) Reactant: Cl[C:2]1[N:7]=[C:6]([NH:8][C:9]2[CH:14]=[CH:13][CH:12]=[CH:11][CH:10]=2)[N:5]=[C:4]([NH:15][C:16]2[CH:21]=[CH:20][CH:19]=[CH:18][CH:17]=2)[N:3]=1.[NH2:22][CH2:23][C:24]1[CH:29]=[CH:28][N:27]=[CH:26][CH:25]=1.C(N(C(C)C)CC)(C)C.O. Product: [C:16]1([NH:15][C:4]2[N:5]=[C:6]([NH:8][C:9]3[CH:14]=[CH:13][CH:12]=[CH:11][CH:10]=3)[N:7]=[C:2]([NH:22][CH2:23][C:24]3[CH:29]=[CH:28][N:27]=[CH:26][CH:25]=3)[N:3]=2)[CH:21]=[CH:20][CH:19]=[CH:18][CH:17]=1. The catalyst class is: 10. (6) Reactant: [CH2:1]([C:4]1([OH:13])[CH2:9][CH2:8][N:7]([C:10](=[O:12])[CH3:11])[CH2:6][CH2:5]1)[CH:2]=C.N1C(C)=CC=CC=1C.I([O-])(=O)(=O)=[O:23].[Na+]. Product: [C:10]([N:7]1[CH2:8][CH2:9][C:4]([CH2:1][CH:2]=[O:23])([OH:13])[CH2:5][CH2:6]1)(=[O:12])[CH3:11]. The catalyst class is: 785. (7) Reactant: CCO.[C:4]([C:9]1[S:10][C:11]([C:16]([O:18]CC)=[O:17])=[C:12]([OH:15])[C:13]=1[OH:14])([O:6]CC)=[O:5].[OH-].[Na+]. Product: [C:16]([C:11]1[S:10][C:9]([C:4]([OH:6])=[O:5])=[C:13]([OH:14])[C:12]=1[OH:15])([OH:18])=[O:17]. The catalyst class is: 6.